Dataset: Catalyst prediction with 721,799 reactions and 888 catalyst types from USPTO. Task: Predict which catalyst facilitates the given reaction. Reactant: [CH3:1][N:2]([CH3:32])[S:3]([C:6]1[CH:31]=[CH:30][CH:29]=[CH:28][C:7]=1[CH2:8][C:9]1[C:17]2[C:16](=[O:18])[CH2:15][C:14]([CH3:20])([CH3:19])[CH2:13][C:12]=2[N:11]([CH2:21][C:22]([O:24]CC)=[O:23])[C:10]=1[CH3:27])(=[O:5])=[O:4].[OH-].[Na+]. Product: [CH3:32][N:2]([CH3:1])[S:3]([C:6]1[CH:31]=[CH:30][CH:29]=[CH:28][C:7]=1[CH2:8][C:9]1[C:17]2[C:16](=[O:18])[CH2:15][C:14]([CH3:19])([CH3:20])[CH2:13][C:12]=2[N:11]([CH2:21][C:22]([OH:24])=[O:23])[C:10]=1[CH3:27])(=[O:5])=[O:4]. The catalyst class is: 20.